This data is from Reaction yield outcomes from USPTO patents with 853,638 reactions. The task is: Predict the reaction yield, written as a fraction of the theoretical maximum amount of product (1.0 means a 100% yield; for example, 0.34 means a 34% yield). (1) The reactants are [CH3:1][C:2]1[N:7]=[C:6]2[S:8][C:9]([NH:11]C(=O)OCC)=[N:10][C:5]2=[N:4][CH:3]=1.[OH-].[Na+].Cl. No catalyst specified. The product is [CH3:1][C:2]1[N:7]=[C:6]2[S:8][C:9]([NH2:11])=[N:10][C:5]2=[N:4][CH:3]=1. The yield is 0.506. (2) The product is [OH:7][CH2:8][CH2:9][O:10][C:11]1[CH:16]=[CH:15][C:14]([S:17]([N:20]2[CH2:25][CH2:24][C:23](=[N:26][O:27][CH2:28][C:29]3[CH:30]=[C:31]([CH:34]=[CH:35][CH:36]=3)[C:32]#[N:33])[CH2:22][CH2:21]2)(=[O:18])=[O:19])=[CH:13][CH:12]=1. The catalyst is O1CCCC1.CO.C(OCC)(=O)C. The yield is 0.830. The reactants are O1CCCCC1[O:7][CH2:8][CH2:9][O:10][C:11]1[CH:16]=[CH:15][C:14]([S:17]([N:20]2[CH2:25][CH2:24][C:23](=[N:26][O:27][CH2:28][C:29]3[CH:30]=[C:31]([CH:34]=[CH:35][CH:36]=3)[C:32]#[N:33])[CH2:22][CH2:21]2)(=[O:19])=[O:18])=[CH:13][CH:12]=1.C12(CS(O)(=O)=O)C(C)(C)C(CC1)CC2=O.C([O-])(O)=O.[Na+]. (3) The reactants are [CH3:1][C:2]1[N:3]=[CH:4][C:5]2[C:10]([CH:11]=1)=[C:9]([N+:12]([O-])=O)[CH:8]=[CH:7][CH:6]=2. The catalyst is [Pd].CO. The product is [NH2:12][C:9]1[CH:8]=[CH:7][CH:6]=[C:5]2[C:10]=1[CH:11]=[C:2]([CH3:1])[N:3]=[CH:4]2. The yield is 1.00. (4) The reactants are [OH-].[K+:2].[OH:3][C:4]1[CH:9]=[CH:8][C:7]([CH:10]([C:20]2[CH:25]=[CH:24][C:23]([OH:26])=[CH:22][CH:21]=2)[C:11]2[CH:19]=[CH:18][CH:17]=[CH:16][C:12]=2[C:13]([OH:15])=[O:14])=[CH:6][CH:5]=1. The catalyst is C(O)C. The product is [OH:3][C:4]1[CH:9]=[CH:8][C:7]([CH:10]([C:20]2[CH:21]=[CH:22][C:23]([OH:26])=[CH:24][CH:25]=2)[C:11]2[CH:19]=[CH:18][CH:17]=[CH:16][C:12]=2[C:13]([O-:15])=[O:14])=[CH:6][CH:5]=1.[K+:2]. The yield is 1.00. (5) The reactants are [Cl:1][C:2]1[CH:7]=[CH:6][C:5]([OH:8])=[CH:4][C:3]=1[N+:9]([O-])=O.C(O)(=O)C. The catalyst is O.[Fe]. The product is [NH2:9][C:3]1[CH:4]=[C:5]([OH:8])[CH:6]=[CH:7][C:2]=1[Cl:1]. The yield is 0.880.